This data is from PAMPA (Parallel Artificial Membrane Permeability Assay) permeability data from NCATS. The task is: Regression/Classification. Given a drug SMILES string, predict its absorption, distribution, metabolism, or excretion properties. Task type varies by dataset: regression for continuous measurements (e.g., permeability, clearance, half-life) or binary classification for categorical outcomes (e.g., BBB penetration, CYP inhibition). Dataset: pampa_ncats. (1) The compound is CC1=C(C(=CC=C1)C)C(=O)NC2=CC(=C(C=C2)OC)[S+](=O)(N(C)C)[O-]. The result is 1 (high permeability). (2) The drug is CC1=CC=CC=C1C(=O)NC2CCN(CC2)C3=NN4C(=NN=C4C5CC5)C=C3. The result is 1 (high permeability).